Dataset: Merck oncology drug combination screen with 23,052 pairs across 39 cell lines. Task: Regression. Given two drug SMILES strings and cell line genomic features, predict the synergy score measuring deviation from expected non-interaction effect. (1) Drug 1: COc1cc(C2c3cc4c(cc3C(OC3OC5COC(C)OC5C(O)C3O)C3COC(=O)C23)OCO4)cc(OC)c1O. Drug 2: CCN(CC)CCNC(=O)c1c(C)[nH]c(C=C2C(=O)Nc3ccc(F)cc32)c1C. Cell line: OVCAR3. Synergy scores: synergy=-1.58. (2) Drug 1: O=c1[nH]cc(F)c(=O)[nH]1. Drug 2: NC1(c2ccc(-c3nc4ccn5c(=O)[nH]nc5c4cc3-c3ccccc3)cc2)CCC1. Cell line: UWB1289. Synergy scores: synergy=20.8. (3) Drug 1: N#Cc1ccc(Cn2cncc2CN2CCN(c3cccc(Cl)c3)C(=O)C2)cc1. Drug 2: CCc1cnn2c(NCc3ccc[n+]([O-])c3)cc(N3CCCCC3CCO)nc12. Cell line: RPMI7951. Synergy scores: synergy=2.41. (4) Cell line: SKMES1. Drug 2: C#Cc1cccc(Nc2ncnc3cc(OCCOC)c(OCCOC)cc23)c1. Drug 1: COc1cc(C2c3cc4c(cc3C(OC3OC5COC(C)OC5C(O)C3O)C3COC(=O)C23)OCO4)cc(OC)c1O. Synergy scores: synergy=23.3. (5) Drug 1: Cn1c(=O)n(-c2ccc(C(C)(C)C#N)cc2)c2c3cc(-c4cnc5ccccc5c4)ccc3ncc21. Drug 2: CNC(=O)c1cc(Oc2ccc(NC(=O)Nc3ccc(Cl)c(C(F)(F)F)c3)cc2)ccn1. Cell line: A427. Synergy scores: synergy=20.9.